Dataset: Forward reaction prediction with 1.9M reactions from USPTO patents (1976-2016). Task: Predict the product of the given reaction. (1) Given the reactants [Cl-].[CH2:2]([N+:4]1[C:8]2[CH:9]=[CH:10][CH:11]=[CH:12][C:7]=2[O:6][C:5]=1[CH3:13])[CH3:3].[C:14]([C:16]1[CH:21]=[CH:20][C:19]([S:22]([O-:24])=[O:23])=[CH:18][CH:17]=1)#[N:15].[Na+], predict the reaction product. The product is: [C:14]([C:16]1[CH:17]=[CH:18][C:19]([S:22]([O-:24])=[O:23])=[CH:20][CH:21]=1)#[N:15].[CH2:2]([N+:4]1[C:8]2[CH:9]=[CH:10][CH:11]=[CH:12][C:7]=2[O:6][C:5]=1[CH3:13])[CH3:3]. (2) Given the reactants [CH3:1][C:2]1[NH:10][C:9]2[C:4](=[N:5][C:6]([CH3:11])=[CH:7][CH:8]=2)[CH:3]=1.CC(C)([O-])C.[K+].[Cl:18][C:19]1[CH:24]=[CH:23][C:22]([S:25][S:25][C:22]2[CH:23]=[CH:24][C:19]([Cl:18])=[CH:20][CH:21]=2)=[CH:21][CH:20]=1.O, predict the reaction product. The product is: [Cl:18][C:19]1[CH:24]=[CH:23][C:22]([S:25][C:3]2[C:4]3=[N:5][C:6]([CH3:11])=[CH:7][CH:8]=[C:9]3[NH:10][C:2]=2[CH3:1])=[CH:21][CH:20]=1. (3) Given the reactants [OH:1][CH2:2][C@@H:3]([N:8]1[CH:17]=[CH:16][C:15]2[C:10](=[CH:11][CH:12]=[CH:13][C:14]=2[N+:18]([O-:20])=[O:19])[C:9]1=[O:21])[C:4]([O:6][CH3:7])=[O:5].C(Cl)Cl.N1C=CN=C1.[Si:30](Cl)([C:33]([CH3:36])([CH3:35])[CH3:34])([CH3:32])[CH3:31], predict the reaction product. The product is: [Si:30]([O:1][CH2:2][C@@H:3]([N:8]1[CH:17]=[CH:16][C:15]2[C:10](=[CH:11][CH:12]=[CH:13][C:14]=2[N+:18]([O-:20])=[O:19])[C:9]1=[O:21])[C:4]([O:6][CH3:7])=[O:5])([C:33]([CH3:36])([CH3:35])[CH3:34])([CH3:32])[CH3:31]. (4) The product is: [CH2:1]([O:3][C:4](=[O:33])[C:5]1[CH:10]=[CH:9][C:8]([N:11]2[CH:15]=[C:14]([C:16]3[CH:21]=[CH:20][C:19]([Cl:22])=[CH:18][C:17]=3[Cl:23])[N:13]=[C:12]2/[CH:24]=[CH:25]/[C:26]2[CH:31]=[CH:30][C:29]([C:39]3[CH:38]=[CH:37][CH:36]=[C:35]([NH2:34])[CH:40]=3)=[CH:28][CH:27]=2)=[CH:7][CH:6]=1)[CH3:2]. Given the reactants [CH2:1]([O:3][C:4](=[O:33])[C:5]1[CH:10]=[CH:9][C:8]([N:11]2[CH:15]=[C:14]([C:16]3[CH:21]=[CH:20][C:19]([Cl:22])=[CH:18][C:17]=3[Cl:23])[N:13]=[C:12]2/[CH:24]=[CH:25]/[C:26]2[CH:31]=[CH:30][C:29](Br)=[CH:28][CH:27]=2)=[CH:7][CH:6]=1)[CH3:2].[NH2:34][C:35]1[CH:36]=[C:37](B(O)O)[CH:38]=[CH:39][CH:40]=1, predict the reaction product.